This data is from Full USPTO retrosynthesis dataset with 1.9M reactions from patents (1976-2016). The task is: Predict the reactants needed to synthesize the given product. (1) Given the product [Br:22][C:23]1[O:27][C:26]([C:28]([CH:8]2[C:7](=[O:10])[CH2:6][CH2:5][C:4]3([O:3][CH2:2][CH2:1][O:11]3)[CH2:9]2)=[O:29])=[CH:25][CH:24]=1, predict the reactants needed to synthesize it. The reactants are: [CH2:1]1[O:11][C:4]2([CH2:9][CH2:8][C:7](=[O:10])[CH2:6][CH2:5]2)[O:3][CH2:2]1.[Li+].C[Si]([N-][Si](C)(C)C)(C)C.[Br:22][C:23]1[O:27][C:26]([C:28](Cl)=[O:29])=[CH:25][CH:24]=1.[OH-].[Na+]. (2) The reactants are: C(N(CC)CC)C.[C:16](O[C:16]([O:18][C:19]([CH3:22])([CH3:21])[CH3:20])=[O:17])([O:18][C:19]([CH3:22])([CH3:21])[CH3:20])=[O:17].Cl.[CH2:24]1[C:33]2[C:28](=[CH:29][CH:30]=[C:31]([C:34]([O:36][CH3:37])=[O:35])[CH:32]=2)[CH2:27][CH2:26][NH:25]1.O. Given the product [CH2:24]1[C:33]2[C:28](=[CH:29][CH:30]=[C:31]([C:34]([O:36][CH3:37])=[O:35])[CH:32]=2)[CH2:27][CH2:26][N:25]1[C:16]([O:18][C:19]([CH3:20])([CH3:21])[CH3:22])=[O:17], predict the reactants needed to synthesize it.